Dataset: Full USPTO retrosynthesis dataset with 1.9M reactions from patents (1976-2016). Task: Predict the reactants needed to synthesize the given product. (1) Given the product [CH:2]([C:4]1[C:16]([NH2:17])=[C:15]([CH:18]([CH3:20])[CH3:19])[C:7]2[S:8][C:9]3[CH:14]=[CH:13][CH:12]=[CH:11][C:10]=3[C:6]=2[CH:5]=1)([CH3:3])[CH3:1], predict the reactants needed to synthesize it. The reactants are: [CH2:1]=[C:2]([C:4]1[C:16]([NH2:17])=[C:15]([C:18]([CH3:20])=[CH2:19])[C:7]2[S:8][C:9]3[CH:14]=[CH:13][CH:12]=[CH:11][C:10]=3[C:6]=2[CH:5]=1)[CH3:3].C(O)(=O)C. (2) Given the product [CH3:1][O:2][C:3]1[CH:4]=[C:5]2[C:10](=[CH:11][C:12]=1[O:13][CH3:14])[N:9]=[C:8]([C:15]1[CH:16]=[C:17]([O:25][CH3:26])[C:18]([O:23][CH3:24])=[C:19]([O:21][CH3:22])[CH:20]=1)[N:7]=[C:6]2[C:27]([N:37]1[CH2:36][CH2:35][C:34]2[C:39](=[CH:40][CH:41]=[C:32]([F:31])[CH:33]=2)[CH2:38]1)=[O:29], predict the reactants needed to synthesize it. The reactants are: [CH3:1][O:2][C:3]1[CH:4]=[C:5]2[C:10](=[CH:11][C:12]=1[O:13][CH3:14])[N:9]=[C:8]([C:15]1[CH:20]=[C:19]([O:21][CH3:22])[C:18]([O:23][CH3:24])=[C:17]([O:25][CH3:26])[CH:16]=1)[N:7]=[C:6]2[C:27]([OH:29])=O.Cl.[F:31][C:32]1[CH:33]=[C:34]2[C:39](=[CH:40][CH:41]=1)[CH2:38][NH:37][CH2:36][CH2:35]2. (3) Given the product [Si:21]([O:28][CH2:29][C@:30]1([CH3:39])[S:36][CH2:35][CH2:34][N:33]2[C:17]([C:14]3([C:11]4[CH:12]=[CH:13][C:8]([C:5]5[CH:6]=[N:7][C:2]([CH3:1])=[N:3][CH:4]=5)=[CH:9][CH:10]=4)[CH2:15][CH2:16]3)=[N:19][N:20]=[C:32]2[CH2:31]1)([C:24]([CH3:27])([CH3:25])[CH3:26])([CH3:22])[CH3:23], predict the reactants needed to synthesize it. The reactants are: [CH3:1][C:2]1[N:7]=[CH:6][C:5]([C:8]2[CH:13]=[CH:12][C:11]([C:14]3([C:17]([NH:19][NH2:20])=O)[CH2:16][CH2:15]3)=[CH:10][CH:9]=2)=[CH:4][N:3]=1.[Si:21]([O:28][CH2:29][C@:30]1([CH3:39])[S:36][CH2:35][CH2:34][N:33]=[C:32](SC)[CH2:31]1)([C:24]([CH3:27])([CH3:26])[CH3:25])([CH3:23])[CH3:22]. (4) The reactants are: [Cl:1][C:2]1[CH:7]=[CH:6][C:5]([NH:8][C:9]([NH:11][C:12]2[CH:17]=[CH:16][CH:15]=[CH:14][C:13]=2[Br:18])=S)=[C:4]([O:19][Si:20]([C:23]([CH3:26])([CH3:25])[CH3:24])([CH3:22])[CH3:21])[C:3]=1[S:27]([N:30]([CH3:32])[CH3:31])(=[O:29])=[O:28].CS(Cl)(=O)=O.C(N(CC)CC)C. Given the product [Cl:1][C:2]1[CH:7]=[CH:6][C:5]([N:8]=[C:9]=[N:11][C:12]2[CH:17]=[CH:16][CH:15]=[CH:14][C:13]=2[Br:18])=[C:4]([O:19][Si:20]([C:23]([CH3:26])([CH3:25])[CH3:24])([CH3:21])[CH3:22])[C:3]=1[S:27]([N:30]([CH3:32])[CH3:31])(=[O:28])=[O:29], predict the reactants needed to synthesize it. (5) Given the product [N:1]1([CH2:6][CH2:7][O:8][C:9]2[CH:10]=[C:11]3[C:16](=[CH:17][CH:18]=2)[C:15](=[O:19])[C:14](=[CH:25][C:22]2[CH:23]=[CH:24][S:20][CH:21]=2)[CH2:13][CH2:12]3)[CH:5]=[CH:4][N:3]=[CH:2]1, predict the reactants needed to synthesize it. The reactants are: [N:1]1([CH2:6][CH2:7][O:8][C:9]2[CH:10]=[C:11]3[C:16](=[CH:17][CH:18]=2)[C:15](=[O:19])[CH2:14][CH2:13][CH2:12]3)[CH:5]=[CH:4][N:3]=[CH:2]1.[S:20]1[CH:24]=[CH:23][C:22]([CH:25]=O)=[CH:21]1. (6) Given the product [CH:22]1([C:2]2[C:8]3[CH:9]=[CH:10][CH:11]=[CH:12][C:7]=3[S:6][C:5]3[CH:13]=[CH:14][CH:15]=[CH:16][C:4]=3[N:3]=2)[CH2:27][CH2:26][CH2:25][CH2:24][CH2:23]1, predict the reactants needed to synthesize it. The reactants are: Cl[C:2]1[C:8]2[CH:9]=[CH:10][CH:11]=[CH:12][C:7]=2[S:6][C:5]2[CH:13]=[CH:14][CH:15]=[CH:16][C:4]=2[N:3]=1.C1COCC1.[CH:22]1([Mg]Cl)[CH2:27][CH2:26][CH2:25][CH2:24][CH2:23]1. (7) Given the product [CH3:1][O:2][C:3]([C:5]1[C:6]([C:12]2[CH:17]=[CH:16][C:15]([O:18][CH3:19])=[CH:14][C:13]=2[C:20]([F:22])([F:21])[F:23])=[CH:7][CH:8]=[C:9]([CH2:11][Br:31])[CH:10]=1)=[O:4], predict the reactants needed to synthesize it. The reactants are: [CH3:1][O:2][C:3]([C:5]1[C:6]([C:12]2[CH:17]=[CH:16][C:15]([O:18][CH3:19])=[CH:14][C:13]=2[C:20]([F:23])([F:22])[F:21])=[CH:7][CH:8]=[C:9]([CH3:11])[CH:10]=1)=[O:4].C1C(=O)N([Br:31])C(=O)C1.C(OOC(=O)C1C=CC=CC=1)(=O)C1C=CC=CC=1.